The task is: Predict the reactants needed to synthesize the given product.. This data is from Full USPTO retrosynthesis dataset with 1.9M reactions from patents (1976-2016). (1) The reactants are: I[C:2]1[C:7]([CH3:8])=[CH:6][C:5]([NH:9][C:10]([CH2:12][CH2:13][N:14]2[CH2:19][CH2:18][CH:17]([O:20][C:21](=[O:35])[NH:22][C:23]3[CH:28]=[CH:27][CH:26]=[CH:25][C:24]=3[C:29]3[CH:34]=[CH:33][CH:32]=[CH:31][CH:30]=3)[CH2:16][CH2:15]2)=[O:11])=[C:4]([CH3:36])[CH:3]=1.CN(C)[CH:39]=[O:40].C1(P(C2C=CC=CC=2)CCCP(C2C=CC=CC=2)C2C=CC=CC=2)C=CC=CC=1.II.C[C:74](O)=[O:75]. Given the product [CH3:74][O:75][C:39](=[O:40])[C:2]1[CH:3]=[C:4]([CH3:36])[C:5]([NH:9][C:10](=[O:11])[CH2:12][CH2:13][N:14]2[CH2:19][CH2:18][CH:17]([O:20][C:21](=[O:35])[NH:22][C:23]3[CH:28]=[CH:27][CH:26]=[CH:25][C:24]=3[C:29]3[CH:30]=[CH:31][CH:32]=[CH:33][CH:34]=3)[CH2:16][CH2:15]2)=[CH:6][C:7]=1[CH3:8], predict the reactants needed to synthesize it. (2) Given the product [F:40][C:41]1[CH:48]=[CH:47][C:44]([CH2:45][NH:46][C:19]([C:7]2[N:8]=[C:9]([C:14]([O:16][CH2:17][CH3:18])=[O:15])[N:10]([CH3:13])[C:11](=[O:12])[C:6]=2[OH:5])=[O:21])=[CH:43][CH:42]=1, predict the reactants needed to synthesize it. The reactants are: CC(C)(C)C([O:5][C:6]1[C:11](=[O:12])[N:10]([CH3:13])[C:9]([C:14]([O:16][CH2:17][CH3:18])=[O:15])=[N:8][C:7]=1[C:19]([O:21]C)=O)=O.OC1C(O)=C(C(OC)=O)N=C(C(O)=O)N=1.[F:40][C:41]1[CH:48]=[CH:47][C:44]([CH2:45][NH2:46])=[CH:43][CH:42]=1.CCOC(C)=O.